Dataset: Reaction yield outcomes from USPTO patents with 853,638 reactions. Task: Predict the reaction yield, written as a fraction of the theoretical maximum amount of product (1.0 means a 100% yield; for example, 0.34 means a 34% yield). (1) The reactants are [CH2:1]([C:3]1[C:11]([CH3:12])=[C:10]2[C:6]([C:7](=[O:13])[O:8][CH2:9]2)=[C:5]([O:14][CH2:15][CH2:16][Si:17]([CH3:20])([CH3:19])[CH3:18])[C:4]=1CC=O)[CH3:2].C1(P(C2C=CC=CC=2)(C2C=CC=CC=2)=C(C)C=[O:33])C=CC=CC=1.[C:47]1([CH3:53])[CH:52]=CC=[CH:49][CH:48]=1. No catalyst specified. The product is [CH2:1]([C:3]1[C:11]([CH3:12])=[C:10]2[C:6]([C:7](=[O:13])[O:8][CH2:9]2)=[C:5]([O:14][CH2:15][CH2:16][Si:17]([CH3:18])([CH3:19])[CH3:20])[C:4]=1[CH2:49][CH:48]=[C:47]([CH3:53])[CH:52]=[O:33])[CH3:2]. The yield is 0.770. (2) The reactants are Cl.[CH3:2][NH:3][C:4]1[NH:8][C:7]2[CH:9]=[CH:10][C:11]([C:13]([O:15]C)=[O:14])=[CH:12][C:6]=2[N:5]=1. No catalyst specified. The product is [CH3:2][NH:3][C:4]1[NH:8][C:7]2[CH:9]=[CH:10][C:11]([C:13]([OH:15])=[O:14])=[CH:12][C:6]=2[N:5]=1. The yield is 0.900. (3) The reactants are FC(F)(F)C(O)=O.[CH3:8][O:9][C:10]1[CH:11]=[C:12]2[C:16](=[CH:17][CH:18]=1)[NH:15][C:14](=[O:19])[C@:13]12[CH2:21][C@H:20]1[C:22]1[CH:30]=[C:29]2[C:25]([C:26]([C:31]3[CH:36]=[CH:35][C:34]([N:37]4[CH2:42][CH2:41][NH:40][CH2:39][CH2:38]4)=[CH:33][CH:32]=3)=[N:27][NH:28]2)=[CH:24][CH:23]=1.[CH3:43][C:44]([CH3:46])=O.[BH-](OC(C)=O)(OC(C)=O)OC(C)=O.[Na+]. The catalyst is ClCCCl.CO.CCOCC. The product is [CH:44]([N:40]1[CH2:41][CH2:42][N:37]([C:34]2[CH:33]=[CH:32][C:31]([C:26]3[C:25]4[C:29](=[CH:30][C:22]([C@H:20]5[C@@:13]6([C:12]7[C:16](=[CH:17][CH:18]=[C:10]([O:9][CH3:8])[CH:11]=7)[NH:15][C:14]6=[O:19])[CH2:21]5)=[CH:23][CH:24]=4)[NH:28][N:27]=3)=[CH:36][CH:35]=2)[CH2:38][CH2:39]1)([CH3:46])[CH3:43]. The yield is 0.460.